Predict the reactants needed to synthesize the given product. From a dataset of Full USPTO retrosynthesis dataset with 1.9M reactions from patents (1976-2016). (1) Given the product [CH2:1]([C:3]1[C:11]2[CH:10]=[N:9][CH:8]=[N:7][C:6]=2[NH:5][CH:4]=1)[CH3:2], predict the reactants needed to synthesize it. The reactants are: [C:1]([C:3]1[C:11]2[CH:10]=[N:9][CH:8]=[N:7][C:6]=2[NH:5][CH:4]=1)#[CH:2]. (2) Given the product [CH:12]([NH:11][C:8]1[O:9][CH:10]=[C:6]([C:4]([OH:5])=[O:3])[N:7]=1)([CH3:14])[CH3:13], predict the reactants needed to synthesize it. The reactants are: C([O:3][C:4]([C:6]1[N:7]=[C:8]([NH:11][CH:12]([CH3:14])[CH3:13])[O:9][CH:10]=1)=[O:5])C.[OH-].[Na+].Cl. (3) Given the product [CH3:1][O:2][C:3]1[CH:4]=[C:5]([C:9]2[O:13][C:12]([CH3:14])=[C:11]([CH:15]([NH:20][C:21]3[CH:29]=[CH:28][C:24]([C:25]([N:31]([CH3:30])[CH2:32][CH2:33][C:34]([O:36][CH2:37][CH3:38])=[O:35])=[O:26])=[CH:23][CH:22]=3)[CH2:16][CH:17]([CH3:18])[CH3:19])[CH:10]=2)[CH:6]=[CH:7][CH:8]=1, predict the reactants needed to synthesize it. The reactants are: [CH3:1][O:2][C:3]1[CH:4]=[C:5]([C:9]2[O:13][C:12]([CH3:14])=[C:11]([CH:15]([NH:20][C:21]3[CH:29]=[CH:28][C:24]([C:25](O)=[O:26])=[CH:23][CH:22]=3)[CH2:16][CH:17]([CH3:19])[CH3:18])[CH:10]=2)[CH:6]=[CH:7][CH:8]=1.[CH3:30][NH:31][CH2:32][CH2:33][C:34]([O:36][CH2:37][CH3:38])=[O:35].Cl.C(N=C=NCCCN(C)C)C.O.OC1C2N=NNC=2C=CC=1. (4) Given the product [F:1][C:2]1[CH:3]=[C:4]([NH:31][C:35]2[C:40]([C:41]3[CH:46]=[CH:45][CH:44]=[CH:43][N:42]=3)=[CH:39][CH:38]=[CH:37][N:36]=2)[CH:5]=[CH:6][C:7]=1[O:8][C:9]1[C:18]2[C:13](=[CH:14][C:15]([O:21][CH2:22][CH2:23][CH2:24][N:25]3[CH2:30][CH2:29][O:28][CH2:27][CH2:26]3)=[C:16]([O:19][CH3:20])[CH:17]=2)[N:12]=[CH:11][CH:10]=1, predict the reactants needed to synthesize it. The reactants are: [F:1][C:2]1[CH:3]=[C:4]([NH2:31])[CH:5]=[CH:6][C:7]=1[O:8][C:9]1[C:18]2[C:13](=[CH:14][C:15]([O:21][CH2:22][CH2:23][CH2:24][N:25]3[CH2:30][CH2:29][O:28][CH2:27][CH2:26]3)=[C:16]([O:19][CH3:20])[CH:17]=2)[N:12]=[CH:11][CH:10]=1.[H-].[Na+].F[C:35]1[C:40]([C:41]2[CH:46]=[CH:45][CH:44]=[CH:43][N:42]=2)=[CH:39][CH:38]=[CH:37][N:36]=1.O. (5) Given the product [ClH:1].[N+:2]([C:5]1[CH:10]=[CH:9][C:8]([NH:11][CH:12]2[CH2:17][CH2:16][NH:15][CH2:14][CH2:13]2)=[CH:7][CH:6]=1)([O-:4])=[O:3], predict the reactants needed to synthesize it. The reactants are: [ClH:1].[N+:2]([C:5]1[CH:10]=[CH:9][C:8]([NH:11][CH:12]2[CH2:17][CH2:16][N:15](C(OC(C)(C)C)=O)[CH2:14][CH2:13]2)=[CH:7][CH:6]=1)([O-:4])=[O:3]. (6) Given the product [CH3:18][C:19]1[N:23]([CH3:24])[C:22]([C:25]2[CH:26]=[C:27]([NH:31][C:2]3[C:11]4[CH2:10][CH2:9][C:8]5[CH:12]=[CH:13][C:14]([O:16][CH3:17])=[CH:15][C:7]=5[C:6]=4[N:5]=[CH:4][N:3]=3)[CH:28]=[CH:29][CH:30]=2)=[CH:21][N:20]=1, predict the reactants needed to synthesize it. The reactants are: Cl[C:2]1[C:11]2[CH2:10][CH2:9][C:8]3[CH:12]=[CH:13][C:14]([O:16][CH3:17])=[CH:15][C:7]=3[C:6]=2[N:5]=[CH:4][N:3]=1.[CH3:18][C:19]1[N:23]([CH3:24])[C:22]([C:25]2[CH:26]=[C:27]([NH2:31])[CH:28]=[CH:29][CH:30]=2)=[CH:21][N:20]=1.[OH-].[Na+]. (7) The reactants are: [C:1]([CH:4]([C:16]1[CH:21]=[CH:20][C:19]([F:22])=[CH:18][C:17]=1[Br:23])[C:5](=S)[NH:6][C:7]1[C:12]([F:13])=[CH:11][CH:10]=[CH:9][C:8]=1[Cl:14])(=O)[CH3:2].C(O)(=O)C.[CH3:28][NH:29][NH2:30].S.O. Given the product [Br:23][C:17]1[CH:18]=[C:19]([F:22])[CH:20]=[CH:21][C:16]=1[C:4]1[C:1]([CH3:2])=[N:30][N:29]([CH3:28])[C:5]=1[NH:6][C:7]1[C:12]([F:13])=[CH:11][CH:10]=[CH:9][C:8]=1[Cl:14], predict the reactants needed to synthesize it. (8) The reactants are: [N:1]1([CH2:6][C:7]2[CH:14]=[CH:13][C:10]([CH2:11][NH2:12])=[CH:9][CH:8]=2)[CH:5]=[CH:4][CH:3]=[N:2]1.[CH3:15][O:16][C:17](=[O:25])/[C:18](/[N+:23]#[C-:24])=[CH:19]/N(C)C.CCN(C(C)C)C(C)C. Given the product [CH3:15][O:16][C:17]([C:18]1[N:23]=[CH:24][N:12]([CH2:11][C:10]2[CH:13]=[CH:14][C:7]([CH2:6][N:1]3[CH:5]=[CH:4][CH:3]=[N:2]3)=[CH:8][CH:9]=2)[CH:19]=1)=[O:25], predict the reactants needed to synthesize it. (9) Given the product [NH2:1][C:2]1[CH:7]=[CH:6][C:5]([CH2:8][C:9]([O:11][CH3:13])=[O:10])=[CH:4][C:3]=1[I:12], predict the reactants needed to synthesize it. The reactants are: [NH2:1][C:2]1[CH:7]=[CH:6][C:5]([CH2:8][C:9]([OH:11])=[O:10])=[CH:4][C:3]=1[I:12].[CH3:13]O.Cl.